From a dataset of Reaction yield outcomes from USPTO patents with 853,638 reactions. Predict the reaction yield, written as a fraction of the theoretical maximum amount of product (1.0 means a 100% yield; for example, 0.34 means a 34% yield). The reactants are [CH3:1][O:2][C:3]1[CH:14]=[C:13]([B:15]2[O:19]C(C)(C)C(C)(C)[O:16]2)[CH:12]=[CH:11][C:4]=1[O:5][CH2:6][C:7]([CH3:10])([OH:9])[CH3:8].O.I([O-])(=O)(=O)=O.[Na+].C([O-])(=O)C.[NH4+]. The catalyst is CC(C)=O. The product is [OH:9][C:7]([CH3:10])([CH3:8])[CH2:6][O:5][C:4]1[CH:11]=[CH:12][C:13]([B:15]([OH:16])[OH:19])=[CH:14][C:3]=1[O:2][CH3:1]. The yield is 0.676.